Dataset: Forward reaction prediction with 1.9M reactions from USPTO patents (1976-2016). Task: Predict the product of the given reaction. (1) Given the reactants [C:1]1([C:24]2[CH:29]=[CH:28][CH:27]=[CH:26][CH:25]=2)[CH:6]=[CH:5][CH:4]=[CH:3][C:2]=1[NH:7][C:8](=[O:23])[O:9][CH:10]1[CH2:15][CH2:14][N:13](CC2C=CC=CC=2)[CH2:12][CH2:11]1.C(O)=O, predict the reaction product. The product is: [C:1]1([C:24]2[CH:29]=[CH:28][CH:27]=[CH:26][CH:25]=2)[CH:6]=[CH:5][CH:4]=[CH:3][C:2]=1[NH:7][C:8](=[O:23])[O:9][CH:10]1[CH2:15][CH2:14][NH:13][CH2:12][CH2:11]1. (2) The product is: [C:1]([C:5]1[CH:9]=[C:8]([NH:10][C:11]([NH:13][C:14]2[C:23]3[C:18](=[CH:19][CH:20]=[CH:21][CH:22]=3)[CH:17]=[CH:16][CH:15]=2)=[O:12])[N:7]([C:24]2[CH:25]=[CH:26][C:27]([CH2:30][CH2:31][C:32]([OH:34])=[O:33])=[CH:28][CH:29]=2)[N:6]=1)([CH3:4])([CH3:2])[CH3:3]. Given the reactants [C:1]([C:5]1[CH:9]=[C:8]([NH:10][C:11]([NH:13][C:14]2[C:23]3[C:18](=[CH:19][CH:20]=[CH:21][CH:22]=3)[CH:17]=[CH:16][CH:15]=2)=[O:12])[N:7]([C:24]2[CH:29]=[CH:28][C:27]([CH2:30][CH2:31][C:32]([O:34]CC)=[O:33])=[CH:26][CH:25]=2)[N:6]=1)([CH3:4])([CH3:3])[CH3:2].C1(N=C=O)C2C(=CC=CC=2)C=CC=1, predict the reaction product. (3) Given the reactants [Cl:1][C:2]1[C:7]([C:8]([F:11])([F:10])[F:9])=[CH:6][N:5]=[C:4]([NH:12][C:13]2[CH:27]=[CH:26][C:16]([CH2:17][P:18](=[O:25])([O:22][CH2:23][CH3:24])[O:19][CH2:20][CH3:21])=[CH:15][C:14]=2F)[N:3]=1.[Cl:29]C1N=CC(C(F)(F)F)=C(Cl)N=1.C(OP(CC1C=CC(N)=C(Cl)C=1)(=O)OCC)C, predict the reaction product. The product is: [Cl:29][C:14]1[CH:15]=[C:16]([CH:26]=[CH:27][C:13]=1[NH:12][C:4]1[N:3]=[C:2]([Cl:1])[C:7]([C:8]([F:11])([F:10])[F:9])=[CH:6][N:5]=1)[CH2:17][P:18](=[O:25])([O:22][CH2:23][CH3:24])[O:19][CH2:20][CH3:21]. (4) Given the reactants [Cl:1][C:2]1[CH:10]=[C:9]2[C:5]([C:6]([C:11]([N:13]3[CH2:18][CH2:17][CH:16]([C:19]4[C:24]([O:25][CH3:26])=[CH:23][CH:22]=[CH:21][C:20]=4[O:27][CH3:28])[CH2:15][CH2:14]3)=[O:12])=[CH:7][NH:8]2)=[CH:4][CH:3]=1.Cl[CH2:30][C:31]([N:33]([CH3:35])[CH3:34])=[O:32], predict the reaction product. The product is: [Cl:1][C:2]1[CH:10]=[C:9]2[C:5]([C:6]([C:11]([N:13]3[CH2:14][CH2:15][CH:16]([C:19]4[C:24]([O:25][CH3:26])=[CH:23][CH:22]=[CH:21][C:20]=4[O:27][CH3:28])[CH2:17][CH2:18]3)=[O:12])=[CH:7][N:8]2[CH2:30][C:31]([N:33]([CH3:35])[CH3:34])=[O:32])=[CH:4][CH:3]=1. (5) Given the reactants [OH-].[Na+].[NH2:3][C:4]1[C:5]2[C:12]([C:13]3[CH:14]=[N:15][C:16]4[C:21]([CH:22]=3)=[CH:20][CH:19]=[CH:18][CH:17]=4)=[C:11](Br)[N:10]([CH2:24][C@@H:25]([NH:28][C:29](=[O:35])[O:30][C:31]([CH3:34])([CH3:33])[CH3:32])[CH:26]=[CH2:27])[C:6]=2[N:7]=[CH:8][N:9]=1, predict the reaction product. The product is: [NH2:3][C:4]1[C:5]2[C:12]([C:13]3[CH:14]=[N:15][C:16]4[C:21]([CH:22]=3)=[CH:20][CH:19]=[CH:18][CH:17]=4)=[C:11]3[N:10]([C:6]=2[N:7]=[CH:8][N:9]=1)[CH2:24][C@@H:25]([NH:28][C:29](=[O:35])[O:30][C:31]([CH3:34])([CH3:33])[CH3:32])[C:26]3=[CH2:27]. (6) Given the reactants [Si](C=[N+]=[N-])(C)(C)[CH3:2].[C:8]([OH:16])(=[O:15])[CH2:9][CH2:10][CH2:11][C:12]([OH:14])=[O:13], predict the reaction product. The product is: [CH3:2][O:13][C:12](=[O:14])[CH2:11][CH2:10][CH2:9][C:8]([OH:16])=[O:15]. (7) Given the reactants [CH3:1][C:2]1[S:6][C:5]([C:7](=[O:9])[CH3:8])=[C:4]2[CH2:10][CH2:11][C:12]([CH3:15])([CH3:14])[CH2:13][C:3]=12.[CH2:16]([C:18]1[CH:23]=[C:22]([CH:24]=O)[CH:21]=[C:20]([CH3:26])[C:19]=1[CH:27]=[CH:28][C:29]([OH:31])=[O:30])[CH3:17].Cl, predict the reaction product. The product is: [CH2:16]([C:18]1[CH:23]=[C:22]([CH:24]=[CH:8][C:7](=[O:9])[C:5]2[S:6][C:2]([CH3:1])=[C:3]3[CH2:13][C:12]([CH3:15])([CH3:14])[CH2:11][CH2:10][C:4]=23)[CH:21]=[C:20]([CH3:26])[C:19]=1[CH:27]=[CH:28][C:29]([OH:31])=[O:30])[CH3:17]. (8) The product is: [CH3:33][C:29]1([CH3:32])[O:28][C:27]2[CH:34]=[CH:35][C:24]([C@H:22]3[O:21][C:20](=[O:36])[N:19]([CH2:18][CH2:17][CH2:16][CH2:15][CH2:14][CH2:13][O:12][CH2:11][CH2:10][CH2:9][CH2:8][C:4]4[CH:3]=[C:2]([NH:1][C:45]([NH:44][C:41]5[CH:42]=[CH:43][C:38]([F:37])=[CH:39][CH:40]=5)=[O:46])[CH:7]=[CH:6][CH:5]=4)[CH2:23]3)=[CH:25][C:26]=2[CH2:31][O:30]1. Given the reactants [NH2:1][C:2]1[CH:3]=[C:4]([CH2:8][CH2:9][CH2:10][CH2:11][O:12][CH2:13][CH2:14][CH2:15][CH2:16][CH2:17][CH2:18][N:19]2[CH2:23][C@@H:22]([C:24]3[CH:35]=[CH:34][C:27]4[O:28][C:29]([CH3:33])([CH3:32])[O:30][CH2:31][C:26]=4[CH:25]=3)[O:21][C:20]2=[O:36])[CH:5]=[CH:6][CH:7]=1.[F:37][C:38]1[CH:43]=[CH:42][C:41]([N:44]=[C:45]=[O:46])=[CH:40][CH:39]=1.CO, predict the reaction product. (9) Given the reactants [Cl:1][C:2]1[CH:7]=[CH:6][C:5]([S:8]([NH:11][CH:12]2[CH2:17][CH2:16][O:15][CH2:14][CH2:13]2)(=[O:10])=[O:9])=[CH:4][CH:3]=1.[O:18]1[CH2:23][CH2:22][CH:21]([O:24][C:25]2[N:30]=[CH:29][C:28]([CH2:31]O)=[CH:27][CH:26]=2)[CH2:20][CH2:19]1, predict the reaction product. The product is: [Cl:1][C:2]1[CH:3]=[CH:4][C:5]([S:8]([N:11]([CH:12]2[CH2:17][CH2:16][O:15][CH2:14][CH2:13]2)[CH2:31][C:28]2[CH:29]=[N:30][C:25]([O:24][CH:21]3[CH2:22][CH2:23][O:18][CH2:19][CH2:20]3)=[CH:26][CH:27]=2)(=[O:10])=[O:9])=[CH:6][CH:7]=1.